From a dataset of Reaction yield outcomes from USPTO patents with 853,638 reactions. Predict the reaction yield, written as a fraction of the theoretical maximum amount of product (1.0 means a 100% yield; for example, 0.34 means a 34% yield). (1) The reactants are Cl.[CH2:2]([O:9][C:10]1[CH:15]=[CH:14][C:13]([NH:16][C:17]2[C:26]3[C:21](=[CH:22][C:23]([F:34])=[C:24]([C:27]4[O:31][C:30]([CH:32]=O)=[CH:29][CH:28]=4)[CH:25]=3)[N:20]=[CH:19][N:18]=2)=[CH:12][CH:11]=1)[C:3]1[CH:8]=[CH:7][CH:6]=[CH:5][CH:4]=1.C(N(C(C)C)CC)(C)C.[CH3:44][S:45]([CH2:48][CH2:49][NH2:50])(=[O:47])=[O:46].C(O[BH-](OC(=O)C)OC(=O)C)(=O)C.[Na+]. The catalyst is ClCCCl.C(O)(=O)C. The product is [CH2:2]([O:9][C:10]1[CH:15]=[CH:14][C:13]([NH:16][C:17]2[C:26]3[C:21](=[CH:22][C:23]([F:34])=[C:24]([C:27]4[O:31][C:30]([CH2:32][NH:50][CH2:49][CH2:48][S:45]([CH3:44])(=[O:47])=[O:46])=[CH:29][CH:28]=4)[CH:25]=3)[N:20]=[CH:19][N:18]=2)=[CH:12][CH:11]=1)[C:3]1[CH:4]=[CH:5][CH:6]=[CH:7][CH:8]=1. The yield is 0.610. (2) The product is [OH:18][C:9]1([C:12]2[S:13][C:14]([CH3:17])=[CH:15][CH:16]=2)[CH2:8][CH2:7][NH:6][CH2:11][CH2:10]1. The catalyst is C(O)(C)C. The yield is 1.00. The reactants are C(OC([N:6]1[CH2:11][CH2:10][C:9]([OH:18])([C:12]2[S:13][C:14]([CH3:17])=[CH:15][CH:16]=2)[CH2:8][CH2:7]1)=O)C.[OH-].[K+]. (3) The reactants are [F:1][C:2]1[CH:3]=[C:4]([CH2:28][C:29]([OH:31])=O)[CH:5]=[CH:6][C:7]=1[CH2:8][O:9][CH2:10][C@@H:11]1[CH2:13][C@@H:12]1[CH:14]1[CH2:19][CH2:18][N:17]([C:20]2[O:24][N:23]=[C:22]([CH:25]([CH3:27])[CH3:26])[N:21]=2)[CH2:16][CH2:15]1.C1C=CC2N(O)N=NC=2C=1.O.C[CH2:44][N:45]=[C:46]=NCCCN(C)C.Cl.Cl.CNC. The catalyst is C(Cl)Cl.CCOC(C)=O. The product is [F:1][C:2]1[CH:3]=[C:4]([CH2:28][C:29]([N:45]([CH3:46])[CH3:44])=[O:31])[CH:5]=[CH:6][C:7]=1[CH2:8][O:9][CH2:10][C@@H:11]1[CH2:13][C@@H:12]1[CH:14]1[CH2:15][CH2:16][N:17]([C:20]2[O:24][N:23]=[C:22]([CH:25]([CH3:26])[CH3:27])[N:21]=2)[CH2:18][CH2:19]1. The yield is 0.580. (4) The reactants are CC([O-])(C)C.[Na+].Br[C:8]1[CH:9]=[C:10]([C:14]2[N:23]([C:24]3[CH:29]=[CH:28][C:27]([CH:30]([CH2:32][CH3:33])[CH3:31])=[CH:26][CH:25]=3)[C:22](=[O:34])[C:21]3[C:16](=[CH:17][CH:18]=[CH:19][CH:20]=3)[N:15]=2)[CH:11]=[N:12][CH:13]=1.[NH:35]([CH2:38][CH3:39])[CH2:36][CH3:37]. The catalyst is C1(C)C=CC=CC=1.CC([O-])=O.CC([O-])=O.[Pd+2].C1C=CC(P(C2C=CC=CC=2)[C-]2C=CC=C2)=CC=1.C1C=CC(P(C2C=CC=CC=2)[C-]2C=CC=C2)=CC=1.[Fe+2]. The product is [CH:30]([C:27]1[CH:28]=[CH:29][C:24]([N:23]2[C:22](=[O:34])[C:21]3[C:16](=[CH:17][CH:18]=[CH:19][CH:20]=3)[N:15]=[C:14]2[C:10]2[CH:11]=[N:12][CH:13]=[C:8]([N:35]([CH2:38][CH3:39])[CH2:36][CH3:37])[CH:9]=2)=[CH:25][CH:26]=1)([CH2:32][CH3:33])[CH3:31]. The yield is 0.0500. (5) The reactants are [Cl:1][C:2]1[CH:7]=[CH:6][C:5]([C:8]2[O:9][C:10]3[CH:19]=[C:18]([N+:20]([O-:22])=[O:21])[C:17](OS(C(F)(F)F)(=O)=O)=[CH:16][C:11]=3[C:12]=2[C:13]([O-:15])=[O:14])=[CH:4][CH:3]=1.[F-].[K+].[Na+].[Br-].[CH:35]1(B(O)O)[CH2:37][CH2:36]1.[C:41]1(C)C=CC=C[CH:42]=1. The catalyst is C1C=CC([P]([Pd]([P](C2C=CC=CC=2)(C2C=CC=CC=2)C2C=CC=CC=2)([P](C2C=CC=CC=2)(C2C=CC=CC=2)C2C=CC=CC=2)[P](C2C=CC=CC=2)(C2C=CC=CC=2)C2C=CC=CC=2)(C2C=CC=CC=2)C2C=CC=CC=2)=CC=1.O. The product is [Cl:1][C:2]1[CH:3]=[CH:4][C:5]([C:8]2[O:9][C:10]3[CH:19]=[C:18]([N+:20]([O-:22])=[O:21])[C:17]([CH:35]4[CH2:37][CH2:36]4)=[CH:16][C:11]=3[C:12]=2[C:13]([O:15][CH2:41][CH3:42])=[O:14])=[CH:6][CH:7]=1. The yield is 0.990. (6) The reactants are [CH3:1][O:2][C:3]1[CH:11]=[CH:10][CH:9]=[C:8]2[C:4]=1[CH:5]=[C:6]([C:12]([O:14]C)=[O:13])[NH:7]2.[OH-].[Na+]. No catalyst specified. The product is [CH3:1][O:2][C:3]1[CH:11]=[CH:10][CH:9]=[C:8]2[C:4]=1[CH:5]=[C:6]([C:12]([OH:14])=[O:13])[NH:7]2. The yield is 0.990.